Dataset: Catalyst prediction with 721,799 reactions and 888 catalyst types from USPTO. Task: Predict which catalyst facilitates the given reaction. (1) The catalyst class is: 40. Reactant: [F:1][C:2]([F:13])([F:12])[O:3][C:4]1[CH:11]=[CH:10][C:7]([CH:8]=O)=[CH:6][CH:5]=1.[C:14](=[O:17])([O-])[O-:15].[NH4+:18].[NH4+].[C-]#N.[K+].Cl. Product: [NH2:18][CH:8]([C:7]1[CH:10]=[CH:11][C:4]([O:3][C:2]([F:13])([F:12])[F:1])=[CH:5][CH:6]=1)[C:14]([OH:15])=[O:17]. (2) Reactant: F[C:2]1[CH:7]=[CH:6][C:5]([NH:8][C:9](=[O:20])[C:10]2[CH:15]=[CH:14][CH:13]=[C:12]([C:16]([F:19])([F:18])[F:17])[CH:11]=2)=[CH:4][C:3]=1[N+:21]([O-:23])=[O:22].[OH:24][C:25]1[CH:30]=[CH:29][C:28]([SH:31])=[CH:27][CH:26]=1.C(=O)([O-])[O-].[K+].[K+]. Product: [OH:24][C:25]1[CH:30]=[CH:29][C:28]([S:31][C:2]2[CH:7]=[CH:6][C:5]([NH:8][C:9](=[O:20])[C:10]3[CH:15]=[CH:14][CH:13]=[C:12]([C:16]([F:19])([F:18])[F:17])[CH:11]=3)=[CH:4][C:3]=2[N+:21]([O-:23])=[O:22])=[CH:27][CH:26]=1. The catalyst class is: 9. (3) Reactant: Br[CH:2]([C:16]1[CH:21]=[CH:20][CH:19]=[CH:18][CH:17]=1)[C:3]([C:5]1[CH:6]=[CH:7][C:8]2[O:13][CH2:12][C:11](=[O:14])[NH:10][C:9]=2[CH:15]=1)=O.[CH3:22][NH:23][C:24]([NH2:26])=[S:25]. Product: [CH3:22][NH:23][C:24]1[S:25][C:2]([C:16]2[CH:21]=[CH:20][CH:19]=[CH:18][CH:17]=2)=[C:3]([C:5]2[CH:6]=[CH:7][C:8]3[O:13][CH2:12][C:11](=[O:14])[NH:10][C:9]=3[CH:15]=2)[N:26]=1. The catalyst class is: 14. (4) Reactant: [C:1]1([C@H:11]([NH:13][CH:14]2[CH2:17][N:16](C(OCC3C=CC=CC=3)=O)[CH2:15]2)[CH3:12])[C:10]2[C:5](=[CH:6][CH:7]=[CH:8][CH:9]=2)[CH:4]=[CH:3][CH:2]=1. Product: [C:1]1([C@H:11]([NH:13][CH:14]2[CH2:17][NH:16][CH2:15]2)[CH3:12])[C:10]2[C:5](=[CH:6][CH:7]=[CH:8][CH:9]=2)[CH:4]=[CH:3][CH:2]=1. The catalyst class is: 129. (5) Reactant: [Cl:1][C:2]1[S:6][C:5]([NH:7][C:8]([CH3:12])([CH3:11])[CH:9]=[O:10])=[N:4][C:3]=1[C:13]1[CH:20]=[CH:19][C:16]([C:17]#[N:18])=[CH:15][CH:14]=1.[BH4-].[Li+]. Product: [Cl:1][C:2]1[S:6][C:5]([NH:7][C:8]([CH3:12])([CH3:11])[CH2:9][OH:10])=[N:4][C:3]=1[C:13]1[CH:14]=[CH:15][C:16]([C:17]#[N:18])=[CH:19][CH:20]=1. The catalyst class is: 7. (6) Reactant: [CH3:1][O:2][C:3]1[CH:8]=[CH:7][N:6]=[CH:5][CH:4]=1.[Br:9][CH2:10][C:11]([O:13][CH3:14])=[O:12]. Product: [Br-:9].[CH3:1][O:2][C:3]1[CH:8]=[CH:7][N+:6]([CH2:10][C:11]([O:13][CH3:14])=[O:12])=[CH:5][CH:4]=1. The catalyst class is: 13. (7) Reactant: [CH2:1]([N:8]1[CH2:14][CH2:13][CH2:12][C:11]([CH2:20][CH2:21][Cl:22])([C:15]([O:17][CH2:18][CH3:19])=[O:16])[CH2:10][CH2:9]1)[C:2]1[CH:7]=[CH:6][CH:5]=[CH:4][CH:3]=1. Product: [Cl-:22].[CH2:1]([N+:8]12[CH2:21][CH2:20][C:11]([C:15]([O:17][CH2:18][CH3:19])=[O:16])([CH2:10][CH2:9]1)[CH2:12][CH2:13][CH2:14]2)[C:2]1[CH:7]=[CH:6][CH:5]=[CH:4][CH:3]=1. The catalyst class is: 23. (8) Reactant: N([O-])=O.[Na+].[CH3:5][O:6][C:7]1[CH:8]=[N:9][C:10]2[C:15]([CH:16]=1)=[CH:14][C:13](N)=[CH:12][CH:11]=2.Cl.S(=O)(=O)(O)[OH:20].C(=O)([O-])[O-].[Na+].[Na+]. Product: [CH3:5][O:6][C:7]1[CH:8]=[N:9][C:10]2[C:15]([CH:16]=1)=[CH:14][C:13]([OH:20])=[CH:12][CH:11]=2. The catalyst class is: 6. (9) Reactant: [CH2:1]([O:3][C:4](=[O:27])[CH2:5][O:6][C:7]1[CH:12]=[CH:11][C:10]([CH2:13][NH:14][C:15]2[CH:20]=[C:19]([CH3:21])[CH:18]=[CH:17][C:16]=2[OH:22])=[CH:9][C:8]=1[O:23][C:24](=[O:26])[CH3:25])[CH3:2].CCN(CC)CC.Cl[C:36](Cl)([O:38]C(=O)OC(Cl)(Cl)Cl)Cl. The catalyst class is: 46. Product: [C:24]([O:23][C:8]1[CH:9]=[C:10]([CH2:13][N:14]2[C:15]3[CH:20]=[C:19]([CH3:21])[CH:18]=[CH:17][C:16]=3[O:22][C:36]2=[O:38])[CH:11]=[CH:12][C:7]=1[O:6][CH2:5][C:4]([O:3][CH2:1][CH3:2])=[O:27])(=[O:26])[CH3:25].